The task is: Predict the reactants needed to synthesize the given product.. This data is from Full USPTO retrosynthesis dataset with 1.9M reactions from patents (1976-2016). Given the product [NH2:24][CH2:23][CH2:22][O:21][CH2:20][CH2:19][O:18][C:6]1[CH:7]=[CH:8][C:9]2[C:10]3[S:14][C:13]([CH2:15][CH2:16][CH3:17])=[N:12][C:11]=3[C:2]([NH2:1])=[N:3][C:4]=2[CH:5]=1, predict the reactants needed to synthesize it. The reactants are: [NH2:1][C:2]1[C:11]2[N:12]=[C:13]([CH2:15][CH2:16][CH3:17])[S:14][C:10]=2[C:9]2[CH:8]=[CH:7][C:6]([O:18][CH2:19][CH2:20][O:21][CH2:22][CH2:23][NH:24]C(=O)OC(C)(C)C)=[CH:5][C:4]=2[N:3]=1.Cl.